This data is from Forward reaction prediction with 1.9M reactions from USPTO patents (1976-2016). The task is: Predict the product of the given reaction. Given the reactants [CH3:1][O:2][C:3]([C:5]1[S:6][C:7]([CH3:13])=[C:8]([N+:10]([O-])=O)[CH:9]=1)=[O:4], predict the reaction product. The product is: [CH3:1][O:2][C:3]([C:5]1[S:6][C:7]([CH3:13])=[C:8]([NH2:10])[CH:9]=1)=[O:4].